From a dataset of Caco-2 cell permeability data measuring drug intestinal absorption for ~900 compounds. Regression/Classification. Given a drug SMILES string, predict its absorption, distribution, metabolism, or excretion properties. Task type varies by dataset: regression for continuous measurements (e.g., permeability, clearance, half-life) or binary classification for categorical outcomes (e.g., BBB penetration, CYP inhibition). For this dataset (caco2_wang), we predict Y. The compound is CN1C2CC[C@@H]1CC(OC(c1ccccc1)c1ccc(Cl)cc1)C2. The Y is -4.91 log Papp (cm/s).